Dataset: Reaction yield outcomes from USPTO patents with 853,638 reactions. Task: Predict the reaction yield, written as a fraction of the theoretical maximum amount of product (1.0 means a 100% yield; for example, 0.34 means a 34% yield). (1) The reactants are [C:1]([C:4]1[S:5][CH:6]=[CH:7][CH:8]=1)(=[O:3])[CH3:2].[Br:9]Br. The catalyst is C1C=CC=CC=1. The product is [Br:9][CH2:2][C:1]([C:4]1[S:5][CH:6]=[CH:7][CH:8]=1)=[O:3]. The yield is 0.780. (2) The yield is 0.860. The reactants are [Br-].[NH:2]1[C:10]2[C:5](=[CH:6][CH:7]=[CH:8][CH:9]=2)[C:4](C[P+](C2C=CC=CC=2)(C2C=CC=CC=2)C2C=CC=CC=2)=[N:3]1.[N:31]1([C:37]2[CH:44]=[CH:43][C:40]([CH:41]=O)=[C:39]([N+:45]([O-:47])=[O:46])[CH:38]=2)[CH2:36][CH2:35][O:34][CH2:33][CH2:32]1.[C:48](=O)([O-])[O-].[K+].[K+].O. The catalyst is CO. The product is [N:31]1([C:37]2[CH:44]=[CH:43][C:40]([CH:41]=[CH:48][N:2]3[C:10]4[C:5](=[CH:6][CH:7]=[CH:8][CH:9]=4)[CH:4]=[N:3]3)=[C:39]([N+:45]([O-:47])=[O:46])[CH:38]=2)[CH2:36][CH2:35][O:34][CH2:33][CH2:32]1. (3) The reactants are [CH:1]([C:3]1[CH:4]=[C:5]([C:9]2[CH:16]=[CH:15][C:12]([C:13]#[N:14])=[CH:11][C:10]=2[O:17][CH3:18])[CH:6]=[N:7][CH:8]=1)=O.[CH2:19]([S:21]([NH2:24])(=[O:23])=[O:22])[CH3:20].[NH4+].[Cl-].[C:27]1([CH3:33])C=CC=C[CH:28]=1. The catalyst is C(OCC)(=O)C.[Cl-].[Na+].O.CC(C)[O-].[Ti+4].CC(C)[O-].CC(C)[O-].CC(C)[O-]. The product is [C:13]([C:12]1[CH:15]=[CH:16][C:9]([C:5]2[CH:4]=[C:3]([CH:1]([CH:33]3[CH2:27][CH2:28]3)[NH:24][S:21]([CH2:19][CH3:20])(=[O:23])=[O:22])[CH:8]=[N:7][CH:6]=2)=[C:10]([O:17][CH3:18])[CH:11]=1)#[N:14]. The yield is 0.260. (4) The reactants are Cl[C:2]1[N:3]=[C:4]([NH:11][C:12]2[CH:16]=[C:15]([CH:17]([CH3:19])[CH3:18])[NH:14][N:13]=2)[C:5]2[CH2:10][CH2:9][CH2:8][C:6]=2[N:7]=1.[NH:20]1[CH2:27][CH2:26][CH2:25][C@H:21]1[C:22]([OH:24])=[O:23].[OH-].[Na+].C(N(CC)C(C)C)(C)C. The catalyst is O1CCOCC1. The product is [CH:17]([C:15]1[NH:14][N:13]=[C:12]([NH:11][C:4]2[C:5]3[CH2:10][CH2:9][CH2:8][C:6]=3[N:7]=[C:2]([N:20]3[CH2:27][CH2:26][CH2:25][CH:21]3[C:22]([OH:24])=[O:23])[N:3]=2)[CH:16]=1)([CH3:19])[CH3:18]. The yield is 0.780. (5) The reactants are P([O-])([O-])([O-])=O.[N+](C1C=CC(C[O:14][C:15]([C:17]2[N:18]3[CH:21]([S:22][CH:23]=2)[C:20]([CH:25](OC(=O)C)[C:26]2[CH:48]=[CH:47][C:29]4[O:30][C:31]5[CH:46]=[CH:45][CH:44]=[CH:43][C:32]=5[C:33](=[O:42])[N:34]([CH2:35][C:36]5[CH:41]=[CH:40][CH:39]=[CH:38][CH:37]=5)[C:28]=4[CH:27]=2)(Br)[C:19]3=[O:53])=[O:16])=CC=1)([O-])=O. The catalyst is C1COCC1.[Pd]. The product is [CH2:35]([N:34]1[C:33](=[O:42])[C:32]2[CH:43]=[CH:44][CH:45]=[CH:46][C:31]=2[O:30][C:29]2[CH:47]=[CH:48][C:26](/[CH:25]=[C:20]3/[C@@H:21]4[N:18]([C:19]/3=[O:53])[C:17]([C:15]([OH:16])=[O:14])=[CH:23][S:22]4)=[CH:27][C:28]1=2)[C:36]1[CH:37]=[CH:38][CH:39]=[CH:40][CH:41]=1. The yield is 0.240. (6) The reactants are [CH3:1][C:2]1[CH:7]=[CH:6][C:5](OS(C(F)(F)F)(=O)=O)=[C:4]([N+:16]([O-:18])=[O:17])[CH:3]=1.[SH:19][C:20]1[CH:28]=[CH:27][C:23]([C:24]([OH:26])=[O:25])=[CH:22][CH:21]=1.O.C(O)(=O)C. The catalyst is C(O)C. The product is [CH3:1][C:2]1[CH:7]=[CH:6][C:5]([S:19][C:20]2[CH:28]=[CH:27][C:23]([C:24]([OH:26])=[O:25])=[CH:22][CH:21]=2)=[C:4]([N+:16]([O-:18])=[O:17])[CH:3]=1. The yield is 0.910. (7) The reactants are [CH:1]1([C:7]([C:12]2[CH:17]=[CH:16][CH:15]=[CH:14][CH:13]=2)([OH:11])[C:8]([OH:10])=[O:9])[CH2:6][CH2:5][CH2:4][CH2:3][CH2:2]1.Br[CH2:19][CH:20]1[CH2:25][CH2:24][N:23]([C:26]([O:28][C:29]([CH3:32])([CH3:31])[CH3:30])=[O:27])[CH2:22][CH2:21]1.C(=O)([O-])[O-].[K+].[K+]. The catalyst is CN(C)C=O.C(OCC)(=O)C.O. The product is [CH:12]1([C:7]([OH:11])([C:1]2[CH:6]=[CH:5][CH:4]=[CH:3][CH:2]=2)[C:8]([O:10][CH2:19][CH:20]2[CH2:25][CH2:24][N:23]([C:26]([O:28][C:29]([CH3:30])([CH3:32])[CH3:31])=[O:27])[CH2:22][CH2:21]2)=[O:9])[CH2:17][CH2:16][CH2:15][CH2:14][CH2:13]1. The yield is 0.750. (8) The yield is 0.650. The catalyst is CCO. The reactants are [CH2:1]([C:3]1[C:8]([O:9][CH2:10][C:11](OC)=[O:12])=[CH:7][CH:6]=[C:5]([CH3:15])[N:4]=1)[CH3:2].[NH2:16][NH2:17]. The product is [CH2:1]([C:3]1[C:8]([O:9][CH2:10][C:11]([NH:16][NH2:17])=[O:12])=[CH:7][CH:6]=[C:5]([CH3:15])[N:4]=1)[CH3:2].